Dataset: Peptide-MHC class I binding affinity with 185,985 pairs from IEDB/IMGT. Task: Regression. Given a peptide amino acid sequence and an MHC pseudo amino acid sequence, predict their binding affinity value. This is MHC class I binding data. (1) The peptide sequence is KVFSFWLL. The MHC is H-2-Db with pseudo-sequence H-2-Db. The binding affinity (normalized) is 0. (2) The peptide sequence is VEIPNRIVF. The MHC is HLA-B39:01 with pseudo-sequence HLA-B39:01. The binding affinity (normalized) is 0.0847. (3) The peptide sequence is GSHLEVQGYW. The MHC is Mamu-B52 with pseudo-sequence Mamu-B52. The binding affinity (normalized) is 0.508. (4) The peptide sequence is DAAASSLLY. The MHC is HLA-A31:01 with pseudo-sequence HLA-A31:01. The binding affinity (normalized) is 0.203. (5) The peptide sequence is RVGLYGLLFY. The MHC is HLA-A29:02 with pseudo-sequence HLA-A29:02. The binding affinity (normalized) is 0.641. (6) The peptide sequence is FVEELLHRGY. The MHC is HLA-A03:01 with pseudo-sequence HLA-A03:01. The binding affinity (normalized) is 0. (7) The peptide sequence is YEDKVWDKY. The MHC is HLA-A26:01 with pseudo-sequence HLA-A26:01. The binding affinity (normalized) is 0. (8) The peptide sequence is PSGDLRQRL. The MHC is Mamu-A02 with pseudo-sequence Mamu-A02. The binding affinity (normalized) is 0.